Dataset: Experimentally validated miRNA-target interactions with 360,000+ pairs, plus equal number of negative samples. Task: Binary Classification. Given a miRNA mature sequence and a target amino acid sequence, predict their likelihood of interaction. (1) The miRNA is hsa-miR-4731-3p with sequence CACACAAGUGGCCCCCAACACU. The protein sequence of the target gene is MDLRRVKEYFSWLYYQYQIISCCAVLEPWERSMFNTILLTIIAMVVYTAYVFIPIHIRLAWEFFSKICGYHSTISN. Result: 0 (no interaction). (2) Result: 0 (no interaction). The protein sequence of the target gene is MTTMKNRSQDDMVTGTLPKLKSSKEWLEPQSLSFMEALAKEDTDAAVQSILYRENYIMKELDKYLHHQDFLNTRRKEMLYKKWVERVADPLQKKIIEKVHSHKNIKKRRRQELDNFLKHSNKKGNAFIEHYDPKEYDPFYMSKEDPNFLKVIMPPFRDPLKKAQYDQDDEKRTLLQCETGKIYTMKEFKEIEKAQLHSRFPSISNSRQSMTPNGWLKVPMSYIESEFCKKSR. The miRNA is hsa-miR-548ae-3p with sequence CAAAAACUGCAAUUACUUUCA. (3) The miRNA is hsa-miR-195-5p with sequence UAGCAGCACAGAAAUAUUGGC. The protein sequence of the target gene is MPPRELSEAEPPPLRAPTPPPRRRSAPPELGIKCVLVGDGAVGKSSLIVSYTCNGYPARYRPTALDTFSVQVLVDGAPVRIELWDTAGQEDFDRLRSLCYPDTDVFLACFSVVQPSSFQNITEKWLPEIRTHNPQAPVLLVGTQADLRDDVNVLIQLDQGGREGPVPQPQAQGLAEKIRACCYLECSALTQKNLKEVFDSAILSAIEHKARLEKKLNAKGVRTLSRCRWKKFFCFV. Result: 1 (interaction). (4) The miRNA is mmu-miR-3067-5p with sequence AGUUCUCAGGCCCGCUGUGGUGU. The protein sequence of the target gene is MATRSCREKAQKLNEQHQLILSKLLREEDNKYCADCEAKGPRWASWNIGVFICIRCAGIHRNLGVHISRVKSVNLDQWTPEQIQCMQDMGNTKARLLYEANLPENFRRPQTDQAVEFFIRDKYEKKKYYDKNAIAITNKEKEKKKDEKKREKEPEKPAKPLTTEKLPKKEEQQLEPKKSTSPKNAAEPTIDLLGLDGPAEAPVTNGNPATAPALSDDLDIFGPMISNPLPAAVMPPAQGTASVPAPATLSTVTSGDLDLFTEQTTKSEEVAKKQLSKDSILSLYGTGAQQSTPGVFMGPT.... Result: 0 (no interaction). (5) The miRNA is hsa-miR-1250-3p with sequence ACAUUUUCCAGCCCAUUCA. Result: 0 (no interaction). The protein sequence of the target gene is MIEPSEDSFETMMELKNPSSKQMESSEGSSNTVEETPGSSGAQAGAQAGAQAEAQAETQVEAQAEAQAEAQVEAQVEAQAGSDSGPAQEEKEPPSGPLKEMQELPTNLLQEVEEPSSGPHQEMQELPTDLLQEVEEPSSGPHQEMQELPTDLLREVEEPSSGPYQEMQELPTDLLREVEEPSSGPYQEMQELPTDLLREVEEPSSGPYQEMQELPTDLLREVEEPSSGPYQEMQELPTDLLREVEEPSSDPCEASSNDLPQDMEESSDDGSNQESSDGSNHELSNGSNHESSFGSNPESS.... (6) The miRNA is hsa-miR-520h with sequence ACAAAGUGCUUCCCUUUAGAGU. The protein sequence of the target gene is MYRLMSAVTARAAAPGGLASSCGRRGVHQRAGLPPLGHGWVGGLGLGLGLALGVKLAGGLRGAAPAQSPAAPDPEASPLAEPPQEQSLAPWSPQTPAPPCSRCFARAIESSRDLLHRIKDEVGAPGIVVGVSVDGKEVWSEGLGYADVENRVPCKPETVMRIASISKSLTMVALAKLWEAGKLDLDIPVQHYVPEFPEKEYEGEKVSVTTRLLISHLSGIRHYEKDIKKVKEEKAYKALKMMKENVAFEQEKEGKSNEKNDFTKFKTEQENEAKCRNSKPGKKKNDFEQGELYLREKFEN.... Result: 1 (interaction).